This data is from Forward reaction prediction with 1.9M reactions from USPTO patents (1976-2016). The task is: Predict the product of the given reaction. (1) Given the reactants O.S(S([O-])=O)([O-])=O.[Na+].[Na+].C(=O)([O-])[O-].[K+].[K+].[Br:16][C:17]1[CH:26]=[C:25]2[C:20]([C:21]([NH:30][CH2:31][CH2:32][CH2:33][CH:34]([O:37][CH3:38])[O:35][CH3:36])=[C:22]([N+:27]([O-])=O)[CH:23]=[N:24]2)=[CH:19][CH:18]=1, predict the reaction product. The product is: [Br:16][C:17]1[CH:26]=[C:25]2[C:20]([C:21]([NH:30][CH2:31][CH2:32][CH2:33][CH:34]([O:37][CH3:38])[O:35][CH3:36])=[C:22]([NH2:27])[CH:23]=[N:24]2)=[CH:19][CH:18]=1. (2) Given the reactants [CH2:1]([O:3][C:4]([C:6]1[CH:7]=[N:8][N:9]([CH2:11][C:12]([OH:14])=O)[CH:10]=1)=[O:5])[CH3:2].C(Cl)(=O)C([Cl:18])=O, predict the reaction product. The product is: [Cl:18][C:12](=[O:14])[CH2:11][N:9]1[CH:10]=[C:6]([C:4]([O:3][CH2:1][CH3:2])=[O:5])[CH:7]=[N:8]1. (3) Given the reactants [Cl:1][C:2]1[CH:7]=[CH:6][C:5]([C:8]2[CH:9]=[CH:10][C:11]([C:14]#[CH:15])=[N:12][CH:13]=2)=[CH:4][CH:3]=1.I[C:17]1[CH:22]=[CH:21][C:20]([CH2:23][CH2:24][OH:25])=[CH:19][CH:18]=1, predict the reaction product. The product is: [Cl:1][C:2]1[CH:3]=[CH:4][C:5]([C:8]2[CH:9]=[CH:10][C:11]([C:14]#[C:15][C:17]3[CH:22]=[CH:21][C:20]([CH2:23][CH2:24][OH:25])=[CH:19][CH:18]=3)=[N:12][CH:13]=2)=[CH:6][CH:7]=1. (4) The product is: [NH:32]([C:47]([O:49][C:50]([CH3:53])([CH3:52])[CH3:51])=[O:48])[C@H:33]([C:41]([N:43]([CH3:46])[O:44][CH3:45])=[O:42])[CH2:34][C:35]1[CH:40]=[CH:39][CH:38]=[CH:37][CH:36]=1.[C:16]([O:15][C:13]([NH:1][CH:2]([CH2:3][C:4]1[CH:5]=[CH:6][CH:7]=[CH:8][CH:9]=1)[CH:10]=[O:11])=[O:14])([CH3:19])([CH3:17])[CH3:18]. Given the reactants [NH:1]([C:13]([O:15][C:16]([CH3:19])([CH3:18])[CH3:17])=[O:14])[C@H:2]([C:10](O)=[O:11])[CH2:3][C:4]1[CH:9]=[CH:8][CH:7]=[CH:6][CH:5]=1.Cl.CNOC.C(S(C=C)(=O)=O)=C.[NH:32]([C:47]([O:49][C:50]([CH3:53])([CH3:52])[CH3:51])=[O:48])[C@H:33]([C:41]([N:43]([CH3:46])[O:44][CH3:45])=[O:42])[CH2:34][C:35]1[CH:40]=[CH:39][CH:38]=[CH:37][CH:36]=1.[H-].[Al+3].[Li+].[H-].[H-].[H-], predict the reaction product. (5) Given the reactants [NH:1]1[CH:6]=[CH:5][CH:4]=[CH:3][C:2]1=[O:7].[H-].[Na+].[CH2:10]([O:12][C:13](=[O:16])[CH2:14][CH3:15])[CH3:11], predict the reaction product. The product is: [CH2:10]([O:12][C:13](=[O:16])[C@@H:14]([N:1]1[CH:6]=[CH:5][CH:4]=[CH:3][C:2]1=[O:7])[CH3:15])[CH3:11].